This data is from Forward reaction prediction with 1.9M reactions from USPTO patents (1976-2016). The task is: Predict the product of the given reaction. (1) Given the reactants [F:1][C:2]([F:14])([F:13])[C:3]1[CH:12]=[CH:11][C:6]2[N:7]=[C:8]([NH2:10])[S:9][C:5]=2[CH:4]=1.[CH3:15][O:16][C:17]1[CH:25]=[CH:24][C:20]([C:21](Cl)=[O:22])=[CH:19][CH:18]=1.Br[CH:27]([CH2:32][CH3:33])[C:28]([O:30]C)=[O:29].COC1C=CC2N=C(N)SC=2C=1.ClC1C=C(C=CC=1)C(Cl)=O.BrCC(OCC)=O, predict the reaction product. The product is: [CH3:15][O:16][C:17]1[CH:25]=[CH:24][C:20]([C:21]([N:10]=[C:8]2[N:7]([CH:27]([CH2:32][CH3:33])[C:28]([OH:30])=[O:29])[C:6]3[CH:11]=[CH:12][C:3]([C:2]([F:1])([F:13])[F:14])=[CH:4][C:5]=3[S:9]2)=[O:22])=[CH:19][CH:18]=1. (2) Given the reactants [N:1]1[CH:6]=[CH:5][CH:4]=[C:3]([C:7]2(C3C=CC=CN=3)[CH2:12][CH:11]=[N:10][NH:9][C:8]2=[O:13])[CH:2]=1.[C:20]1([CH3:29])[CH:25]=[CH:24][CH:23]=[C:22](B(O)O)[CH:21]=1.C([N:32]([CH2:35][CH3:36])[CH2:33][CH3:34])C.[CH3:37]N(C)C=O, predict the reaction product. The product is: [C:20]1([CH3:29])[CH:25]=[CH:24][CH:23]=[C:22]([N:9]2[C:8](=[O:13])[C:7]([C:3]3[CH:2]=[N:1][CH:6]=[CH:5][CH:4]=3)=[CH:12][C:11]([C:35]3[CH:36]=[CH:37][CH:34]=[CH:33][N:32]=3)=[N:10]2)[CH:21]=1. (3) Given the reactants [F:1][C:2]1[CH:9]=[CH:8][C:5]([CH:6]=O)=[C:4]([CH3:10])[CH:3]=1.[CH3:11][Si:12]([CH2:15][NH2:16])([CH3:14])[CH3:13], predict the reaction product. The product is: [F:1][C:2]1[CH:9]=[CH:8][C:5]([CH:6]=[N:16][CH2:15][Si:12]([CH3:14])([CH3:13])[CH3:11])=[C:4]([CH3:10])[CH:3]=1. (4) Given the reactants [CH3:1][C:2]1[C:3]([C:7]([OH:9])=O)=[N:4][O:5][N:6]=1.[NH2:10][C:11]1[CH:12]=[C:13]([CH:16]=[CH:17][CH:18]=1)[C:14]#[N:15].C(N(CC)C(C)C)(C)C, predict the reaction product. The product is: [C:14]([C:13]1[CH:12]=[C:11]([NH:10][C:7]([C:3]2[C:2]([CH3:1])=[N:6][O:5][N:4]=2)=[O:9])[CH:18]=[CH:17][CH:16]=1)#[N:15]. (5) Given the reactants Cl[CH2:2][C:3]1[CH:8]=[CH:7][C:6]([C@H:9]2[C@H:14]([O:15][Si](C(C)C)(C(C)C)C(C)C)[CH2:13][NH:12][CH2:11][C@@H:10]2[O:26][CH:27]([C:38]2[CH:39]=[CH:40][C:41]3[O:46][CH2:45][CH2:44][N:43]([CH2:47][CH2:48][CH2:49][O:50][CH3:51])[C:42]=3[CH:52]=2)S(C2C=CC(C)=CC=2)(=O)=O)=[CH:5][CH:4]=1.[CH3:53][C@@H:54]([CH2:57][S:58][CH3:59])[CH2:55][OH:56], predict the reaction product. The product is: [CH3:51][O:50][CH2:49][CH2:48][CH2:47][N:43]1[C:42]2[CH:52]=[C:38]([CH2:27][O:26][C@H:10]3[CH2:11][NH:12][CH2:13][C@@H:14]([OH:15])[C@@H:9]3[C:6]3[CH:7]=[CH:8][C:3]([CH2:2][O:56][CH2:55][C@@H:54]([CH3:53])[CH2:57][S:58][CH3:59])=[CH:4][CH:5]=3)[CH:39]=[CH:40][C:41]=2[O:46][CH2:45][CH2:44]1. (6) Given the reactants [CH:1]#[C:2][CH3:3].C([Li])CCC.[Cl-].C([Al+]CC)C.[CH2:15]([O:22][CH2:23][C@H:24]1[CH2:26][O:25]1)[C:16]1[CH:21]=[CH:20][CH:19]=[CH:18][CH:17]=1, predict the reaction product. The product is: [CH2:15]([O:22][CH2:23][C@H:24]([OH:25])[CH2:26][C:1]#[C:2][CH3:3])[C:16]1[CH:21]=[CH:20][CH:19]=[CH:18][CH:17]=1. (7) The product is: [CH:38]1([O:26][C:25](=[O:27])[C@@H:24]([NH:23][C:21]([C:17]2[C:16]([CH3:37])=[N:15][C:14]([NH:13][CH2:12][CH2:11][CH2:10][C:5]3[CH:6]=[CH:7][CH:8]=[C:9]4[C:4]=3[CH:3]=[N:2][NH:1]4)=[N:19][C:18]=2[CH3:20])=[O:22])[CH2:28][NH:29][C:30]([C:32]2[S:33][CH:34]=[CH:35][CH:36]=2)=[O:31])[CH2:42][CH2:41][CH2:40][CH2:39]1. Given the reactants [NH:1]1[C:9]2[C:4](=[C:5]([CH2:10][CH2:11][CH2:12][NH:13][C:14]3[N:19]=[C:18]([CH3:20])[C:17]([C:21]([NH:23][C@@H:24]([CH2:28][NH:29][C:30]([C:32]4[S:33][CH:34]=[CH:35][CH:36]=4)=[O:31])[C:25]([OH:27])=[O:26])=[O:22])=[C:16]([CH3:37])[N:15]=3)[CH:6]=[CH:7][CH:8]=2)[CH:3]=[N:2]1.[CH:38]1(I)[CH2:42][CH2:41][CH2:40][CH2:39]1.C(=O)([O-])[O-].[K+].[K+], predict the reaction product. (8) Given the reactants [CH3:1][S:2][C:3]1[CH:55]=[CH:54][CH:53]=[CH:52][C:4]=1[CH2:5][N:6]1[C:11]([CH3:12])=[CH:10][C:9]([O:13][CH2:14][C:15]2[CH:49]=[CH:48][CH:47]=[CH:46][C:16]=2[CH2:17][NH:18][C:19]([NH:21][C:22]2[N:26]([C:27]3[CH:32]=[CH:31][C:30]([Cl:33])=[C:29]([O:34][Si](C(C)(C)C)(C)C)[CH:28]=3)[N:25]=[C:24]([C:42]([CH3:45])([CH3:44])[CH3:43])[CH:23]=2)=[O:20])=[C:8]([Cl:50])[C:7]1=[O:51].[F-].[K+].Cl, predict the reaction product. The product is: [CH3:1][S:2][C:3]1[CH:55]=[CH:54][CH:53]=[CH:52][C:4]=1[CH2:5][N:6]1[C:11]([CH3:12])=[CH:10][C:9]([O:13][CH2:14][C:15]2[CH:49]=[CH:48][CH:47]=[CH:46][C:16]=2[CH2:17][NH:18][C:19]([NH:21][C:22]2[N:26]([C:27]3[CH:32]=[CH:31][C:30]([Cl:33])=[C:29]([OH:34])[CH:28]=3)[N:25]=[C:24]([C:42]([CH3:45])([CH3:44])[CH3:43])[CH:23]=2)=[O:20])=[C:8]([Cl:50])[C:7]1=[O:51]. (9) Given the reactants [Cl:1][C:2]1[CH:3]=[N:4][C:5]2[N:6]([N:8]=[C:9]([C:11]([OH:13])=O)[CH:10]=2)[CH:7]=1.[Br:14][C:15]1[CH:20]=[CH:19][C:18]([C:21]2[CH2:22][CH2:23][NH:24][CH2:25][CH:26]=2)=[CH:17][CH:16]=1, predict the reaction product. The product is: [Br:14][C:15]1[CH:20]=[CH:19][C:18]([C:21]2[CH2:26][CH2:25][N:24]([C:11]([C:9]3[CH:10]=[C:5]4[N:4]=[CH:3][C:2]([Cl:1])=[CH:7][N:6]4[N:8]=3)=[O:13])[CH2:23][CH:22]=2)=[CH:17][CH:16]=1. (10) Given the reactants C[N:2]([CH:4]=[CH:5][C:6]([C:8]1[CH:13]=[CH:12][C:11]([Cl:14])=[CH:10][CH:9]=1)=O)[CH3:3].[N+]([O-])(O)=O.[N+:19]([O-])(O)=O.[CH3:23][O:24][C:25]1[CH:26]=[C:27]([NH:37]C(N)=N)[CH:28]=[CH:29][C:30]=1[N:31]1[CH:35]=[C:34]([CH3:36])[N:33]=[CH:32]1, predict the reaction product. The product is: [Cl:14][C:11]1[CH:10]=[CH:9][C:8]([C:6]2[CH:5]=[CH:4][N:2]=[C:3]([C:26]3[C:25]([O:24][CH3:23])=[C:30]([N:31]4[CH:35]=[C:34]([CH3:36])[N:33]=[CH:32]4)[CH:29]=[CH:28][C:27]=3[NH2:37])[N:19]=2)=[CH:13][CH:12]=1.